Dataset: Catalyst prediction with 721,799 reactions and 888 catalyst types from USPTO. Task: Predict which catalyst facilitates the given reaction. (1) Reactant: [Cl:1][C:2]1[C:6]([C:7]([O:9]CC)=[O:8])=[CH:5][N:4]([C:12]2[CH:13]=[N:14][CH:15]=[CH:16][CH:17]=2)[N:3]=1.[OH-].[K+].O. Product: [Cl:1][C:2]1[C:6]([C:7]([OH:9])=[O:8])=[CH:5][N:4]([C:12]2[CH:13]=[N:14][CH:15]=[CH:16][CH:17]=2)[N:3]=1. The catalyst class is: 8. (2) Reactant: [Cl:1][C:2]1[N:6]=[C:5](SC)[N:4]([C:9]2[C:14]([F:15])=[CH:13][C:12]([F:16])=[CH:11][C:10]=2[F:17])[C:3]=1[N:18]1[CH2:23][CH2:22][CH:21]([CH3:24])[CH2:20][CH2:19]1.Cl[C:26]1C=CC=C(C(OO)=O)C=1.[S:36]([O-:40])([O-])(=[O:38])=S. Product: [Cl:1][C:2]1[N:6]=[C:5]([S:36]([CH3:26])(=[O:40])=[O:38])[N:4]([C:9]2[C:14]([F:15])=[CH:13][C:12]([F:16])=[CH:11][C:10]=2[F:17])[C:3]=1[N:18]1[CH2:23][CH2:22][CH:21]([CH3:24])[CH2:20][CH2:19]1. The catalyst class is: 4. (3) Reactant: [Cl:1][C:2]1[CH:3]=[C:4]([CH:9]2[C:18]3[C:13](=[CH:14][CH:15]=[CH:16][CH:17]=3)[CH2:12][CH:11]([CH2:19]O)[CH2:10]2)[CH:5]=[CH:6][C:7]=1[Cl:8].C(Br)(Br)(Br)[Br:22].C1C=CC(P(C2C=CC=CC=2)C2C=CC=CC=2)=CC=1.O. Product: [Br:22][CH2:19][CH:11]1[CH2:12][C:13]2[C:18](=[CH:17][CH:16]=[CH:15][CH:14]=2)[CH:9]([C:4]2[CH:5]=[CH:6][C:7]([Cl:8])=[C:2]([Cl:1])[CH:3]=2)[CH2:10]1. The catalyst class is: 2. (4) Reactant: [CH3:1][C:2]1[N:3]=[C:4]([CH:7]2[CH2:11][CH2:10][N:9](C(OC(C)(C)C)=O)[CH2:8]2)[S:5][CH:6]=1. Product: [CH3:1][C:2]1[N:3]=[C:4]([CH:7]2[CH2:11][CH2:10][NH:9][CH2:8]2)[S:5][CH:6]=1. The catalyst class is: 137. (5) Reactant: C1(C2C=CC=CC=2)C=CC=CC=1C(P(C)C)P(C)C.[CH3:20][C:21]([CH3:24])([O-])C.[Na+].N#N.F[C:29]1[CH:30]=[C:31](CNC(=O)C)[C:32]([NH:45][C@H:46]([C:48]2[CH:53]=[CH:52][C:51]([F:54])=[CH:50][CH:49]=2)C)=[N:33][C:34]=1[NH:35][C:36]1[CH:40]=[C:39](OC(C)C)[NH:38][N:37]=1.C1(C2NN=C(N)C=2)CC1. Product: [CH:24]1([C:39]2[NH:38][N:37]=[C:36]([NH:35][C:34]3[CH:29]=[CH:30][CH:31]=[C:32]([NH:45][CH2:46][C:48]4[CH:49]=[CH:50][C:51]([F:54])=[CH:52][CH:53]=4)[N:33]=3)[CH:40]=2)[CH2:21][CH2:20]1. The catalyst class is: 222. (6) Reactant: C[O:2][C:3]([C:5]1[CH:19]=[CH:18][C:8]2[N:9]([CH2:12][CH2:13][S:14]([CH3:17])(=[O:16])=[O:15])[CH:10]=[N:11][C:7]=2[CH:6]=1)=[O:4].[Li+].[OH-].O. The catalyst class is: 5. Product: [CH3:17][S:14]([CH2:13][CH2:12][N:9]1[C:8]2[CH:18]=[CH:19][C:5]([C:3]([OH:4])=[O:2])=[CH:6][C:7]=2[N:11]=[CH:10]1)(=[O:15])=[O:16]. (7) Reactant: [CH2:1]([O:5][C:6]1[CH:11]=[CH:10][C:9]([S:12]([N:15]([CH3:25])[CH:16]([CH2:21][CH2:22][CH2:23]Cl)[C:17]([O:19][CH3:20])=[O:18])(=[O:14])=[O:13])=[CH:8][CH:7]=1)[C:2]#[C:3][CH3:4].[I-:26].[Na+]. Product: [CH2:1]([O:5][C:6]1[CH:11]=[CH:10][C:9]([S:12]([N:15]([CH3:25])[CH:16]([CH2:21][CH2:22][CH2:23][I:26])[C:17]([O:19][CH3:20])=[O:18])(=[O:14])=[O:13])=[CH:8][CH:7]=1)[C:2]#[C:3][CH3:4]. The catalyst class is: 21.